Dataset: Forward reaction prediction with 1.9M reactions from USPTO patents (1976-2016). Task: Predict the product of the given reaction. (1) The product is: [Br:14][CH2:13][C:5]1[CH:4]=[CH:3][C:2]([Cl:1])=[CH:12][C:6]=1[C:7]([O:9][CH2:10][CH3:11])=[O:8]. Given the reactants [Cl:1][C:2]1[CH:3]=[CH:4][C:5]([CH3:13])=[C:6]([CH:12]=1)[C:7]([O:9][CH2:10][CH3:11])=[O:8].[Br:14]N1C(=O)CCC1=O.C(OOC(=O)C1C=CC=CC=1)(=O)C1C=CC=CC=1, predict the reaction product. (2) The product is: [Cl:39][CH:10]([Cl:9])[C:11]([NH:13][C@H:17]([CH2:18][F:19])[C@@H:16]([C:20]1[CH:21]=[CH:22][C:23]([C:26]2[CH:31]=[N:30][C:29]([C:32]3([F:36])[CH2:33][O:34][CH2:35]3)=[CH:28][CH:27]=2)=[CH:24][CH:25]=1)[OH:15])=[O:12]. Given the reactants FC(F)(F)C(O)=O.O.[Cl:9][CH:10]([Cl:39])[C:11]([N:13]1[C@H:17]([CH2:18][F:19])[C@@H:16]([C:20]2[CH:25]=[CH:24][C:23]([C:26]3[CH:27]=[CH:28][C:29]([C:32]4([F:36])[CH2:35][O:34][CH2:33]4)=[N:30][CH:31]=3)=[CH:22][CH:21]=2)[O:15]C1(C)C)=[O:12], predict the reaction product. (3) Given the reactants [CH3:1][C:2]1[N:3]=[C:4]2[N:9]=CC=C[N:5]2[C:10]=1[C:11]1[CH:16]=[CH:15][C:14]([C:17]([F:20])([F:19])[F:18])=[CH:13][CH:12]=1.C[CH2:22][OH:23].[OH2:24].NN, predict the reaction product. The product is: [CH:22]([O-:23])=[O:24].[CH3:1][C:2]1[N:3]=[C:4]([NH3+:9])[NH:5][C:10]=1[C:11]1[CH:12]=[CH:13][C:14]([C:17]([F:20])([F:18])[F:19])=[CH:15][CH:16]=1.